This data is from Reaction yield outcomes from USPTO patents with 853,638 reactions. The task is: Predict the reaction yield, written as a fraction of the theoretical maximum amount of product (1.0 means a 100% yield; for example, 0.34 means a 34% yield). (1) The reactants are [CH:1]([N:3]1[CH2:9][C:8]2[CH:10]=[CH:11][C:12]([C:14](OC)=[O:15])=[CH:13][C:7]=2[O:6][CH2:5][C@H:4]1[CH3:18])=[O:2].[OH-:19].[Na+].[NH2:21]O. The catalyst is C1COCC1.CO. The product is [CH:1]([N:3]1[CH2:9][C:8]2[CH:10]=[CH:11][C:12]([C:14]([NH:21][OH:19])=[O:15])=[CH:13][C:7]=2[O:6][CH2:5][C@H:4]1[CH3:18])=[O:2]. The yield is 0.450. (2) The reactants are [CH3:1][C:2]1[N:6]([C:7]2[CH:12]=[CH:11][CH:10]=[C:9]([Cl:13])[CH:8]=2)[N:5]=[CH:4][C:3]=1[C:14]([OH:16])=O.O=S(Cl)Cl.Cl.[NH2:22][C:23]([NH2:25])=[NH:24]. The catalyst is [OH-].[Na+].C1COCC1. The product is [ClH:13].[Cl:13][C:9]1[CH:8]=[C:7]([N:6]2[C:2]([CH3:1])=[C:3]([C:14]([NH:24][C:23]([NH2:25])=[NH:22])=[O:16])[CH:4]=[N:5]2)[CH:12]=[CH:11][CH:10]=1. The yield is 0.0600. (3) The reactants are [Cl:1][C:2]1[N:7]=[CH:6][C:5]([Cl:8])=[C:4](Cl)[N:3]=1.[CH3:10][NH:11][C:12]([C@@H:14]1[CH2:19][CH2:18][CH2:17][CH2:16][C@@H:15]1[NH2:20])=[O:13].C(N(CC)C(C)C)(C)C. The catalyst is C(O)(C)C. The product is [CH3:10][NH:11][C:12]([C@@H:14]1[CH2:19][CH2:18][CH2:17][CH2:16][C@@H:15]1[NH:20][C:4]1[C:5]([Cl:8])=[CH:6][N:7]=[C:2]([Cl:1])[N:3]=1)=[O:13]. The yield is 0.830.